Dataset: Catalyst prediction with 721,799 reactions and 888 catalyst types from USPTO. Task: Predict which catalyst facilitates the given reaction. (1) Reactant: [F:1][C:2]1[CH:10]=[CH:9][C:8]([C:11]#[C:12][C:13]2[CH:18]=[CH:17][C:16]([O:19][CH2:20][CH2:21][CH2:22][CH2:23][C:24]3[C:29]([F:30])=[CH:28][C:27]([F:31])=[C:26]([F:32])[C:25]=3[F:33])=[CH:15][CH:14]=2)=[C:7]2[C:3]=1[C:4]([CH2:41][CH2:42][CH2:43][C:44]([O-:46])=[O:45])=[C:5]([CH3:40])[N:6]2[CH2:34][CH2:35][CH2:36][C:37]([O-:39])=[O:38].[Na+:47].[Na+].CO.CC(C)=O. Product: [OH2:19].[F:1][C:2]1[CH:10]=[CH:9][C:8]([C:11]#[C:12][C:13]2[CH:18]=[CH:17][C:16]([O:19][CH2:20][CH2:21][CH2:22][CH2:23][C:24]3[C:29]([F:30])=[CH:28][C:27]([F:31])=[C:26]([F:32])[C:25]=3[F:33])=[CH:15][CH:14]=2)=[C:7]2[C:3]=1[C:4]([CH2:41][CH2:42][CH2:43][C:44]([O-:46])=[O:45])=[C:5]([CH3:40])[N:6]2[CH2:34][CH2:35][CH2:36][C:37]([O-:39])=[O:38].[Na+:47].[Na+:47]. The catalyst class is: 6. (2) The catalyst class is: 16. Product: [CH3:11][O:10][C:7]1[C:8]([N:9]2[C:27](=[O:28])[C:18]3[C:17](=[CH:22][C:21]([C:23]([OH:25])=[O:24])=[CH:20][CH:19]=3)[NH:14][C:15]2=[S:16])=[C:3]([O:2][CH3:1])[N:4]=[CH:5][N:6]=1. Reactant: [CH3:1][O:2][C:3]1[C:8]([NH2:9])=[C:7]([O:10][CH3:11])[N:6]=[CH:5][N:4]=1.[H-].[Na+].[N:14]([C:17]1[CH:22]=[C:21]([C:23]([O:25]C)=[O:24])[CH:20]=[CH:19][C:18]=1[C:27](OC)=[O:28])=[C:15]=[S:16]. (3) Reactant: C1(S([N:10]2[CH:14]=[C:13]([C:15]([C:17]3[CH:22]=[C:21]([O:23][CH3:24])[C:20]([O:25][CH3:26])=[C:19]([O:27][CH3:28])[CH:18]=3)=[O:16])[N:12]=[C:11]2[C:29]2[CH:30]=[C:31]3[C:35](=[CH:36][CH:37]=2)[N:34](S(C2C=CC=CC=2)(=O)=O)[C:33]([C:47](=[O:60])[C:48]2[CH:53]=[C:52]([O:54][CH3:55])[C:51]([O:56][CH3:57])=[C:50]([O:58][CH3:59])[CH:49]=2)=[CH:32]3)(=O)=O)C=CC=CC=1.[OH-].[Na+].O. Product: [CH3:24][O:23][C:21]1[CH:22]=[C:17]([CH:18]=[C:19]([O:27][CH3:28])[C:20]=1[O:25][CH3:26])[C:15]([C:13]1[N:12]=[C:11]([C:29]2[CH:30]=[C:31]3[C:35](=[CH:36][CH:37]=2)[NH:34][C:33]([C:47]([C:48]2[CH:49]=[C:50]([O:58][CH3:59])[C:51]([O:56][CH3:57])=[C:52]([O:54][CH3:55])[CH:53]=2)=[O:60])=[CH:32]3)[NH:10][CH:14]=1)=[O:16]. The catalyst class is: 8. (4) Reactant: [OH:1][C:2]1[C:14]([CH3:15])=[CH:13][C:5]2[C:6]([CH2:9][C:10]([OH:12])=[O:11])=[CH:7][O:8][C:4]=2[C:3]=1[CH3:16].[CH2:17](O)[CH3:18]. Product: [OH:1][C:2]1[C:14]([CH3:15])=[CH:13][C:5]2[C:6]([CH2:9][C:10]([O:12][CH2:17][CH3:18])=[O:11])=[CH:7][O:8][C:4]=2[C:3]=1[CH3:16]. The catalyst class is: 65. (5) Reactant: [CH2:1]([NH:3][C:4]1[C:5]([C:10]([O:12][CH2:13][CH3:14])=[O:11])=[N:6][CH:7]=[CH:8][CH:9]=1)[CH3:2].[Br:15]N1C(=O)CCC1=O. Product: [Br:15][C:7]1[N:6]=[C:5]([C:10]([O:12][CH2:13][CH3:14])=[O:11])[C:4]([NH:3][CH2:1][CH3:2])=[CH:9][CH:8]=1. The catalyst class is: 10. (6) The catalyst class is: 1. Product: [Cl:1][C:2]1[N:3]=[C:4]([CH2:10][CH:11]=[CH2:12])[C:5]([O:8][CH3:9])=[C:6]([Cl:14])[N:7]=1. Reactant: [Cl:1][C:2]1[NH:3][C:4](Cl)([CH2:10][CH:11]=[CH2:12])[C:5]([O:8][CH3:9])=[CH:6][N:7]=1.[Cl:14]C1N=CC(OC)=C(Cl)N=1.C([Mg]Br)C=C.C(C1C(=O)C(Cl)=C(Cl)C(=O)C=1C#N)#N. (7) Reactant: [F:1][C:2]([F:8])([CH2:5][O:6][CH3:7])[CH2:3][OH:4].[H-].[Na+].[Br:11][C:12]1[CH:19]=[CH:18][C:15]([CH2:16]Br)=[CH:14][CH:13]=1. Product: [Br:11][C:12]1[CH:19]=[CH:18][C:15]([CH2:16][O:4][CH2:3][C:2]([F:8])([F:1])[CH2:5][O:6][CH3:7])=[CH:14][CH:13]=1. The catalyst class is: 1.